Task: Predict which catalyst facilitates the given reaction.. Dataset: Catalyst prediction with 721,799 reactions and 888 catalyst types from USPTO Reactant: [C:1]([O:4][C@@H:5]1[C@@H:10]([CH3:11])[CH2:9][C@@H:8]([C:12]2[CH:17]=[CH:16][N:15]=[CH:14][C:13]=2[NH2:18])[CH2:7][C@H:6]1[NH:19][C:20]([O:22][C:23]([CH3:26])([CH3:25])[CH3:24])=[O:21])(=[O:3])[CH3:2].[Br:27][C:28]1[N:33]=[C:32]([C:34](O)=[O:35])[CH:31]=[CH:30][C:29]=1[F:37]. Product: [C:1]([O:4][C@@H:5]1[C@@H:10]([CH3:11])[CH2:9][C@@H:8]([C:12]2[CH:17]=[CH:16][N:15]=[CH:14][C:13]=2[NH:18][C:34](=[O:35])[C:32]2[CH:31]=[CH:30][C:29]([F:37])=[C:28]([Br:27])[N:33]=2)[CH2:7][C@H:6]1[NH:19][C:20]([O:22][C:23]([CH3:25])([CH3:24])[CH3:26])=[O:21])(=[O:3])[CH3:2]. The catalyst class is: 25.